From a dataset of Catalyst prediction with 721,799 reactions and 888 catalyst types from USPTO. Predict which catalyst facilitates the given reaction. (1) Reactant: N[C@H](C=O)CCSC.C(O[C:12](=[O:18])[C:13]([O:15][CH2:16][CH3:17])=[O:14])C.[Cl:19][C:20]1[CH:28]=[C:27]2[C:23]([CH2:24][CH2:25][C:26]2=[O:29])=[CH:22][C:21]=1[CH3:30].Cl. Product: [Cl:19][C:20]1[CH:28]=[C:27]2[C:23]([CH2:24][CH:25]([C:12](=[O:18])[C:13]([O:15][CH2:16][CH3:17])=[O:14])[C:26]2=[O:29])=[CH:22][C:21]=1[CH3:30]. The catalyst class is: 8. (2) Reactant: Cl[C:2]([O:4][CH2:5][CH:6]([C:8]1[CH:13]=[CH:12][CH:11]=[CH:10][C:9]=1[N+:14]([O-:16])=[O:15])[CH3:7])=[O:3].[NH2:17][NH2:18]. Product: [N+:14]([C:9]1[CH:10]=[CH:11][CH:12]=[CH:13][C:8]=1[CH:6]([CH3:7])[CH2:5][O:4][C:2]([NH:17][NH2:18])=[O:3])([O-:16])=[O:15]. The catalyst class is: 2.